The task is: Regression/Classification. Given a drug SMILES string, predict its absorption, distribution, metabolism, or excretion properties. Task type varies by dataset: regression for continuous measurements (e.g., permeability, clearance, half-life) or binary classification for categorical outcomes (e.g., BBB penetration, CYP inhibition). For this dataset (ppbr_az), we predict Y.. This data is from Plasma protein binding rate (PPBR) regression data from AstraZeneca. (1) The drug is NS(=O)(=O)c1ccc(N2N=C(c3ccc(Br)cc3)CC2c2ccc(F)cc2)cc1. The Y is 89.5 %. (2) The drug is COc1cc2c(Nc3cccc(Cl)c3Cl)c(C(N)=O)cnc2cc1NCCN(C)C. The Y is 94.6 %. (3) The compound is O=C(Cc1ccc(Oc2ccccc2)cc1)NO. The Y is 98.0 %. (4) The compound is CC(=O)Nc1ccc2cnn(-c3cc(NC4CC4)n4ncc(C#N)c4n3)c2c1. The Y is 98.1 %. (5) The molecule is CCNC(=O)c1cc2c(-n3ccc(C(F)(F)F)n3)c(-c3cncc(C(=O)NC)c3)cnc2[nH]1. The Y is 85.2 %. (6) The drug is CC(C)c1nc2ccccc2n1-c1nc(N2CCOCC2)c2nc(OC3CN(C4CCS(=O)(=O)CC4)C3)n(C)c2n1. The Y is 78.0 %. (7) The molecule is N#Cc1cnn2c(N)cc(-c3ccc(F)cc3)nc12. The Y is 94.6 %. (8) The drug is Nc1nc(OCC2CCC2)nc2c1ncn2[C@@H]1O[C@H](CF)[C@@H](O)[C@H]1O. The Y is 77.2 %. (9) The compound is C[C@@H](O)[C@H](NC(=O)c1ccc(C#Cc2ccc(CN3CCOCC3)cc2)cc1)C(=O)NO. The Y is 96.4 %. (10) The compound is Cc1c(Cl)ccc(OC2CCN(C3CCN(C(=O)c4cccc(S(C)(=O)=O)c4)CC3)CC2)c1Cl. The Y is 96.5 %.